This data is from Catalyst prediction with 721,799 reactions and 888 catalyst types from USPTO. The task is: Predict which catalyst facilitates the given reaction. Reactant: [C:1]1([C:7]2(/[C:19](=[N:21]/O)/[CH3:20])[CH2:12][CH2:11][N:10]([S:13]([CH2:16][CH2:17][CH3:18])(=[O:15])=[O:14])[CH2:9][CH2:8]2)[CH:6]=[CH:5][CH:4]=[CH:3][CH:2]=1. Product: [C:1]1([C:7]2([C@@H:19]([NH2:21])[CH3:20])[CH2:8][CH2:9][N:10]([S:13]([CH2:16][CH2:17][CH3:18])(=[O:15])=[O:14])[CH2:11][CH2:12]2)[CH:6]=[CH:5][CH:4]=[CH:3][CH:2]=1. The catalyst class is: 834.